Dataset: Forward reaction prediction with 1.9M reactions from USPTO patents (1976-2016). Task: Predict the product of the given reaction. (1) Given the reactants [Cl:1][C:2]1[CH:7]=[C:6]([Cl:8])[CH:5]=[C:4]([CH3:9])[C:3]=1[OH:10].C(=O)([O-])[O-].[Cs+].[Cs+].[Cl:17][C:18]1[CH:19]=[C:20]([C:25]2[CH:37]=[CH:36][C:28]([C:29]([NH:31][S:32]([CH3:35])(=[O:34])=[O:33])=[O:30])=[CH:27][C:26]=2[CH3:38])[CH:21]=[N:22][C:23]=1F, predict the reaction product. The product is: [Cl:17][C:18]1[CH:19]=[C:20]([C:25]2[CH:37]=[CH:36][C:28]([C:29]([NH:31][S:32]([CH3:35])(=[O:33])=[O:34])=[O:30])=[CH:27][C:26]=2[CH3:38])[CH:21]=[N:22][C:23]=1[O:10][C:3]1[C:4]([CH3:9])=[CH:5][C:6]([Cl:8])=[CH:7][C:2]=1[Cl:1]. (2) Given the reactants [Cl:1][C:2]1[CH:7]=[CH:6][C:5]([N:8]=[C:9]=[O:10])=[C:4]([CH3:11])[CH:3]=1.[NH2:12][C:13]1[C:14]2[C:21]([C:22]([C:24]3[CH:25]=[N:26][CH:27]=[C:28]([NH2:30])[CH:29]=3)=[O:23])=[CH:20][N:19]([CH:31]([CH3:33])[CH3:32])[C:15]=2[N:16]=[CH:17][N:18]=1, predict the reaction product. The product is: [NH2:12][C:13]1[C:14]2[C:21]([C:22]([C:24]3[CH:29]=[C:28]([NH:30][C:9]([NH:8][C:5]4[CH:6]=[CH:7][C:2]([Cl:1])=[CH:3][C:4]=4[CH3:11])=[O:10])[CH:27]=[N:26][CH:25]=3)=[O:23])=[CH:20][N:19]([CH:31]([CH3:33])[CH3:32])[C:15]=2[N:16]=[CH:17][N:18]=1. (3) Given the reactants [CH:1]([C:3]1[CH:4]=[C:5]([S:17]([NH2:20])(=[O:19])=[O:18])[CH:6]=[C:7]([C:11]2[CH:16]=[CH:15][CH:14]=[CH:13][CH:12]=2)[C:8]=1[O:9][CH3:10])=[O:2].[C:21]1([CH2:27][CH2:28][C:29](Cl)=[O:30])[CH:26]=[CH:25][CH:24]=[CH:23][CH:22]=1, predict the reaction product. The product is: [CH:1]([C:3]1[CH:4]=[C:5]([S:17]([NH:20][C:29](=[O:30])[CH2:28][CH2:27][C:21]2[CH:26]=[CH:25][CH:24]=[CH:23][CH:22]=2)(=[O:19])=[O:18])[CH:6]=[C:7]([C:11]2[CH:16]=[CH:15][CH:14]=[CH:13][CH:12]=2)[C:8]=1[O:9][CH3:10])=[O:2]. (4) Given the reactants C(O)C.[CH3:4][O:5][C:6]1[CH:7]=[CH:8][C:9]2[N:13]=[C:12]([S:14]([CH2:16][C:17]3[C:22]([CH3:23])=[C:21]([O:24][CH3:25])[C:20]([CH3:26])=[CH:19][N:18]=3)=[O:15])[NH:11][C:10]=2[CH:27]=1, predict the reaction product. The product is: [CH3:4][O:5][C:6]1[CH:7]=[CH:8][C:9]2[N:13]=[C:12]([S@:14]([CH2:16][C:17]3[C:22]([CH3:23])=[C:21]([O:24][CH3:25])[C:20]([CH3:26])=[CH:19][N:18]=3)=[O:15])[NH:11][C:10]=2[CH:27]=1. (5) Given the reactants NC1C=CC(NC2S[CH:11]=[C:12]([C:14]3[S:18][C:17]([NH:19][C:20]([NH2:22])=[NH:21])=[N:16][C:15]=3[CH3:23])N=2)=CC=1.[N+:24]([C:27]1[CH:32]=[CH:31][C:30]([NH:33][C:34]([NH2:36])=[S:35])=[CH:29][CH:28]=1)([O-:26])=[O:25], predict the reaction product. The product is: [CH3:23][C:15]1[N:16]=[C:17]([NH:19][C:20]([NH2:22])=[NH:21])[S:18][C:14]=1[C:12]1[N:36]=[C:34]([NH:33][C:30]2[CH:31]=[CH:32][C:27]([N+:24]([O-:26])=[O:25])=[CH:28][CH:29]=2)[S:35][CH:11]=1. (6) Given the reactants [CH:1]1([CH:4]([C:11]2[CH:16]=[CH:15][N:14]=[C:13]([O:17][CH2:18][CH:19]3[CH2:24][CH2:23][N:22]([C:25]([O:27][C:28]([CH3:31])([CH3:30])[CH3:29])=[O:26])[CH2:21][CH2:20]3)[CH:12]=2)[CH2:5][C:6]([O:8]CC)=[O:7])[CH2:3][CH2:2]1.[OH-].[Na+], predict the reaction product. The product is: [C:28]([O:27][C:25]([N:22]1[CH2:21][CH2:20][CH:19]([CH2:18][O:17][C:13]2[CH:12]=[C:11]([CH:4]([CH:1]3[CH2:2][CH2:3]3)[CH2:5][C:6]([OH:8])=[O:7])[CH:16]=[CH:15][N:14]=2)[CH2:24][CH2:23]1)=[O:26])([CH3:31])([CH3:29])[CH3:30]. (7) Given the reactants Cl[C:2]1[CH:7]=[CH:6][N:5]=[C:4]2[CH:8]=[C:9]([C:11]([N:13]3[CH2:17][CH2:16][CH2:15][C@H:14]3[CH2:18][O:19][CH3:20])=[O:12])[S:10][C:3]=12.[CH:21]1([CH2:24][NH:25][C:26]([C:28]2[C:29]3[CH:37]=[CH:36][C:35](O)=[CH:34][C:30]=3[S:31][C:32]=2[CH3:33])=[O:27])[CH2:23][CH2:22]1.C([O-])([O-])=[O:40].[Cs+].[Cs+], predict the reaction product. The product is: [CH:21]1([CH2:24][NH:25][C:26]([C:28]2[C:29]3[C:37]([O:40][C:2]4[CH:7]=[CH:6][N:5]=[C:4]5[CH:8]=[C:9]([C:11]([N:13]6[CH2:17][CH2:16][CH2:15][C@H:14]6[CH2:18][O:19][CH3:20])=[O:12])[S:10][C:3]=45)=[CH:36][CH:35]=[CH:34][C:30]=3[S:31][C:32]=2[CH3:33])=[O:27])[CH2:23][CH2:22]1. (8) The product is: [CH3:22][N:23]1[CH2:27][CH2:26][N:25]=[C:24]1[NH:28][C:13]([CH:10]1[CH2:9][CH2:8][N:7]([C:3]2[CH:2]=[C:1]([C:16]3[CH:17]=[CH:18][CH:19]=[CH:20][CH:21]=3)[CH:6]=[CH:5][CH:4]=2)[CH2:12][CH2:11]1)=[O:15]. Given the reactants [C:1]1([C:16]2[CH:21]=[CH:20][CH:19]=[CH:18][CH:17]=2)[CH:6]=[CH:5][CH:4]=[C:3]([N:7]2[CH2:12][CH2:11][CH:10]([C:13]([OH:15])=O)[CH2:9][CH2:8]2)[CH:2]=1.[CH3:22][N:23]1[CH2:27][CH2:26][N:25]=[C:24]1[NH2:28], predict the reaction product. (9) Given the reactants [OH:1][C:2]([CH3:30])([CH3:29])[CH:3]([NH:15][C:16]([N:18]1[CH2:23][C:22](=[O:24])[NH:21][C:20]2[CH:25]=[CH:26][CH:27]=[N:28][C:19]1=2)=[O:17])[C:4]1[CH:9]=[CH:8][C:7]([O:10][C:11]([F:14])([F:13])[F:12])=[CH:6][CH:5]=1, predict the reaction product. The product is: [OH:1][C:2]([CH3:30])([CH3:29])[C@H:3]([NH:15][C:16]([N:18]1[CH2:23][C:22](=[O:24])[NH:21][C:20]2[CH:25]=[CH:26][CH:27]=[N:28][C:19]1=2)=[O:17])[C:4]1[CH:9]=[CH:8][C:7]([O:10][C:11]([F:14])([F:12])[F:13])=[CH:6][CH:5]=1.